This data is from Forward reaction prediction with 1.9M reactions from USPTO patents (1976-2016). The task is: Predict the product of the given reaction. (1) Given the reactants [S:1]1[C:5]2[CH:6]=[CH:7][C:8]([NH:10][C:11]3[C:20]4[C:15](=[CH:16][C:17]([OH:28])=[C:18]([S:21]([C:24]([CH3:27])([CH3:26])[CH3:25])(=[O:23])=[O:22])[CH:19]=4)[N:14]=[CH:13][N:12]=3)=[CH:9][C:4]=2[N:3]=[CH:2]1.C1N2CCN(CC2)C1.[C:37]([O:41][CH3:42])(=[O:40])[C:38]#[CH:39], predict the reaction product. The product is: [S:1]1[C:5]2[CH:6]=[CH:7][C:8]([NH:10][C:11]3[C:20]4[C:15](=[CH:16][C:17]([O:28]/[CH:39]=[CH:38]/[C:37]([O:41][CH3:42])=[O:40])=[C:18]([S:21]([C:24]([CH3:25])([CH3:27])[CH3:26])(=[O:22])=[O:23])[CH:19]=4)[N:14]=[CH:13][N:12]=3)=[CH:9][C:4]=2[N:3]=[CH:2]1. (2) The product is: [CH2:1]([C:8]1[CH:9]=[C:10]([C:15]2([CH3:16])[O:20][CH2:19][CH2:18][O:17]2)[CH:11]=[C:12]([Br:14])[CH:13]=1)[C:2]1[CH:7]=[CH:6][CH:5]=[CH:4][CH:3]=1. Given the reactants [CH2:1]([C:8]1[CH:9]=[C:10]([C:15](=[O:17])[CH3:16])[CH:11]=[C:12]([Br:14])[CH:13]=1)[C:2]1[CH:7]=[CH:6][CH:5]=[CH:4][CH:3]=1.[CH2:18](O)[CH2:19][OH:20].CC1C=CC(S(O)(=O)=O)=CC=1, predict the reaction product. (3) The product is: [F:1][C:2]([F:7])([F:6])[C:3]([OH:5])=[O:4].[F:8][C:9]([F:14])([F:13])[C:10]([OH:12])=[O:11].[C:17]([N:49]1[CH2:50][CH2:51][CH:47]([CH2:46][C:45]([NH:44][C:36]2[CH:37]=[CH:38][C:39]3[NH:40][C:41]4[N:42]=[C:26]([NH:27][C:28]5[CH:29]=[N:30][CH:31]=[C:32]([CH:53]=5)[CH2:33][CH2:34][C:35]=2[CH:43]=3)[N:25]=[CH:24][C:23]=4[Cl:22])=[O:52])[CH2:48]1)(=[O:18])[CH3:16]. Given the reactants [F:1][C:2]([F:7])([F:6])[C:3]([OH:5])=[O:4].[F:8][C:9]([F:14])([F:13])[C:10]([OH:12])=[O:11].F[C:16](F)(F)[C:17](O)=[O:18].[Cl:22][C:23]1[CH:24]=[N:25][C:26]2[NH:27][C:28]3[CH:29]=[N:30][CH:31]=[C:32]([CH:53]=3)[CH2:33][CH2:34][C:35]3[CH:43]=[C:39]([NH:40][C:41]=1[N:42]=2)[CH:38]=[CH:37][C:36]=3[NH:44][C:45](=[O:52])[CH2:46][CH:47]1[CH2:51][CH2:50][NH:49][CH2:48]1.C(Cl)(=O)C, predict the reaction product. (4) Given the reactants N1C=CC=CC=1.[Si:7](Cl)([C:10]([CH3:13])([CH3:12])[CH3:11])([CH3:9])[CH3:8].[CH:15]1([OH:21])[CH2:20][CH2:19][CH2:18][CH:17]=[CH:16]1, predict the reaction product. The product is: [C:10]([Si:7]([O:21][CH:15]1[CH2:20][CH2:19][CH2:18][CH:17]=[CH:16]1)([CH3:9])[CH3:8])([CH3:13])([CH3:12])[CH3:11]. (5) The product is: [F:55][C:9]1([F:8])[CH2:10][CH2:11][CH:12]([C:15]2[C:24]3[CH:23]([OH:25])[CH2:22][C:21]([CH3:27])([CH3:26])[CH2:20][C:19]=3[N:18]=[C:17]([CH:28]3[CH2:29][CH2:30][N:31]([C:34]4[N:39]=[CH:38][C:37]([CH2:40][N:41]([CH3:42])[S:4]([CH:1]([CH3:3])[CH3:2])(=[O:6])=[O:5])=[CH:36][N:35]=4)[CH2:32][CH2:33]3)[C:16]=2[CH:43]([F:54])[C:44]2[CH:45]=[CH:46][C:47]([C:50]([F:51])([F:53])[F:52])=[CH:48][CH:49]=2)[CH2:13][CH2:14]1. Given the reactants [CH:1]([S:4](Cl)(=[O:6])=[O:5])([CH3:3])[CH3:2].[F:8][C:9]1([F:55])[CH2:14][CH2:13][CH:12]([C:15]2[C:24]3[CH:23]([OH:25])[CH2:22][C:21]([CH3:27])([CH3:26])[CH2:20][C:19]=3[N:18]=[C:17]([CH:28]3[CH2:33][CH2:32][N:31]([C:34]4[N:39]=[CH:38][C:37]([CH2:40][NH:41][CH3:42])=[CH:36][N:35]=4)[CH2:30][CH2:29]3)[C:16]=2[CH:43]([F:54])[C:44]2[CH:49]=[CH:48][C:47]([C:50]([F:53])([F:52])[F:51])=[CH:46][CH:45]=2)[CH2:11][CH2:10]1, predict the reaction product. (6) Given the reactants [Cl:1][C:2]1[CH:17]=[CH:16][C:5]([O:6][C:7]2[CH:15]=[CH:14][C:10]([C:11]([OH:13])=[O:12])=[CH:9][CH:8]=2)=[CH:4][C:3]=1[OH:18].[C:19](OC(=O)C)(=[O:21])[CH3:20], predict the reaction product. The product is: [C:19]([O:18][C:3]1[CH:4]=[C:5]([CH:16]=[CH:17][C:2]=1[Cl:1])[O:6][C:7]1[CH:15]=[CH:14][C:10]([C:11]([OH:13])=[O:12])=[CH:9][CH:8]=1)(=[O:21])[CH3:20].